Task: Predict the reaction yield, written as a fraction of the theoretical maximum amount of product (1.0 means a 100% yield; for example, 0.34 means a 34% yield).. Dataset: Reaction yield outcomes from USPTO patents with 853,638 reactions (1) The reactants are [Br:1][C:2]1[CH:7]=[CH:6][C:5]([NH:8][C:9]2[C:10]([C:18]([OH:20])=O)=[CH:11][N:12]([CH3:17])[C:13](=[O:16])[C:14]=2[CH3:15])=[C:4]([F:21])[CH:3]=1.C(N1C=CN=C1)(N1C=CN=C1)=O.[C:34]1([CH2:40][S:41]([NH2:44])(=[O:43])=[O:42])[CH:39]=[CH:38][CH:37]=[CH:36][CH:35]=1.C1CCN2C(=NCCC2)CC1. The catalyst is CN(C=O)C.CCOC(C)=O.Cl. The product is [Br:1][C:2]1[CH:7]=[CH:6][C:5]([NH:8][C:9]2[C:10]([C:18]([NH:44][S:41]([CH2:40][C:34]3[CH:35]=[CH:36][CH:37]=[CH:38][CH:39]=3)(=[O:42])=[O:43])=[O:20])=[CH:11][N:12]([CH3:17])[C:13](=[O:16])[C:14]=2[CH3:15])=[C:4]([F:21])[CH:3]=1. The yield is 0.680. (2) The reactants are I[C:2]1[CH:7]=[C:6]([N+:8]([O-:10])=[O:9])[CH:5]=[CH:4][C:3]=1[NH:11][C:12](=[O:18])[O:13][C:14]([CH3:17])([CH3:16])[CH3:15].O1CCCC1.[C:24]([C:26]1[CH:27]=[C:28]([NH:32][C:33](=[O:39])[O:34][C:35]([CH3:38])([CH3:37])[CH3:36])[CH:29]=[CH:30][CH:31]=1)#[CH:25]. The catalyst is [Cu]I.Cl[Pd](Cl)([P](C1C=CC=CC=1)(C1C=CC=CC=1)C1C=CC=CC=1)[P](C1C=CC=CC=1)(C1C=CC=CC=1)C1C=CC=CC=1.C(N(CC)CC)C. The product is [C:14]([O:13][C:12]([NH:11][C:3]1[CH:4]=[CH:5][C:6]([N+:8]([O-:10])=[O:9])=[CH:7][C:2]=1[C:25]#[C:24][C:26]1[CH:27]=[C:28]([NH:32][C:33](=[O:39])[O:34][C:35]([CH3:37])([CH3:36])[CH3:38])[CH:29]=[CH:30][CH:31]=1)=[O:18])([CH3:17])([CH3:16])[CH3:15]. The yield is 0.800. (3) The reactants are [CH2:1]([O:3][C:4]1[CH:5]=[C:6]([CH:12]=[CH:13][C:14]=1[O:15][CH2:16][CH3:17])[C:7]([O:9][CH2:10][CH3:11])=[O:8])[CH3:2].[N+:18]([O-])([OH:20])=[O:19]. The catalyst is CC(O)=O. The product is [CH2:16]([O:15][C:14]1[C:4]([O:3][CH2:1][CH3:2])=[CH:5][C:6]([C:7]([O:9][CH2:10][CH3:11])=[O:8])=[C:12]([N+:18]([O-:20])=[O:19])[CH:13]=1)[CH3:17]. The yield is 0.940. (4) The reactants are [Cl:1][C:2]1[N:7]=[C:6]([CH2:8]O)[CH:5]=[CH:4][CH:3]=1.S(Cl)([Cl:12])=O.C(=O)([O-])O.[Na+]. The catalyst is C1(C)C=CC=CC=1. The product is [Cl:1][C:2]1[CH:3]=[CH:4][CH:5]=[C:6]([CH2:8][Cl:12])[N:7]=1. The yield is 0.730. (5) The reactants are [F:1][C:2]([F:14])([F:13])[O:3][C:4]1[CH:5]=[C:6](B(O)O)[CH:7]=[CH:8][CH:9]=1.Cl[C:16]1[C:17]([N:22]2[CH2:27][CH2:26][N:25]([CH2:28][C:29]3[C:30]([CH3:35])=[N:31][N:32]([CH3:34])[CH:33]=3)[CH2:24][CH2:23]2)=[N:18][CH:19]=[CH:20][N:21]=1.CN(C)C(=O)C.C(=O)([O-])[O-].[K+].[K+]. The catalyst is C1C=CC([P]([Pd]([P](C2C=CC=CC=2)(C2C=CC=CC=2)C2C=CC=CC=2)([P](C2C=CC=CC=2)(C2C=CC=CC=2)C2C=CC=CC=2)[P](C2C=CC=CC=2)(C2C=CC=CC=2)C2C=CC=CC=2)(C2C=CC=CC=2)C2C=CC=CC=2)=CC=1.O. The product is [CH3:34][N:32]1[CH:33]=[C:29]([CH2:28][N:25]2[CH2:24][CH2:23][N:22]([C:17]3[C:16]([C:6]4[CH:7]=[CH:8][CH:9]=[C:4]([O:3][C:2]([F:14])([F:13])[F:1])[CH:5]=4)=[N:21][CH:20]=[CH:19][N:18]=3)[CH2:27][CH2:26]2)[C:30]([CH3:35])=[N:31]1. The yield is 0.300.